From a dataset of Experimentally validated miRNA-target interactions with 360,000+ pairs, plus equal number of negative samples. Binary Classification. Given a miRNA mature sequence and a target amino acid sequence, predict their likelihood of interaction. (1) The miRNA is hsa-miR-6728-5p with sequence UUGGGAUGGUAGGACCAGAGGGG. The protein sequence of the target gene is MIRGAPAPMAEPPPVVFCHDSPKRVLVSVIRTTPATPPCSSVGEPEPPPPLVPTSPGFSDFMVYPWRWGENAHNVTLSPGAAGGVVSAGLPVAAELPTLRGAPQSSASVAAVSGGEDEEEASSPDSGHLKDGIRRGRPRADTVRDLINEGEHSSSRIRCNICNRVFPREKSLQAHKRTHTGERPYLCDYPDCGKAFVQSGQLKTHQRLHTGEKPFVCSENGCLSRFTHANRHCPKHPYARLKREEPTDALSKHQSPDNKAAAEWLAKYWEMREQRTPTLKGKLVQKADQEQQDPLEYLQS.... Result: 0 (no interaction). (2) The miRNA is hsa-miR-507 with sequence UUUUGCACCUUUUGGAGUGAA. The protein sequence of the target gene is MESTAYPLNLSLKEEEEEEEIQSRELEDGPADMQKVRICSEGGWVPALFDEVAIYFSDEEWEVLTEQQKALYREVMRMNYETVLSLEFPFPKPDMITRLEGEEESQNSDEWQLQGGTSAENEESDVKPPDWPNPMNATSQFPQPQHFDSFGLRLPRDITELPEWSEGYPFYMAMGFPGYDLSADDIAGKFQFSRGMRRSYDAGFKLMVVEYAESTNNCQAAKQFGVLEKNVRDWRKVKPQLQNAHAMRRAFRGPKNGRFALVDQRVAEYVRYMQAKGDPITREAMQLKALEIAQEMNIPE.... Result: 1 (interaction). (3) The miRNA is hsa-miR-126-3p with sequence UCGUACCGUGAGUAAUAAUGCG. The protein sequence of the target gene is MCSLGLFPPPPPRGQVTLYEHNNELVTGSSYESPPPDFRGQWINLPVLQLTKDPLKTPGRLDHGTRTAFIHHREQVWKRCINIWRDVGLFGVLNEIANSEEEVFEWVKTASGWALALCRWASSLHGSLFPHLSLRSEDLIAEFAQVTNWSSCCLRVFAWHPHTNKFAVALLDDSVRVYNASSTIVPSLKHRLQRNVASLAWKPLSASVLAVACQSCILIWTLDPTSLSTRPSSGCAQVLSHPGHTPVTSLAWAPSGGRLLSASPVDAAIRVWDVSTETCVPLPWFRGGGVTNLLWSPDGS.... Result: 0 (no interaction). (4) The miRNA is hsa-miR-4761-5p with sequence ACAAGGUGUGCAUGCCUGACC. The protein sequence of the target gene is MDQSSEGCMKKISSVNLDKLINDFSQIEKKMVETNGKNNILDIQLEKSNCLLKVMQAKEVSIKEECATLHNIIKGLQQTIEYQQNLKGENEQLKISADLIKEKLKSHEQEYKNNIAKLVSEMKIKEEGYKKEISKLYQDMQRKVELNEEKHKELIEKKEMEISELNAKLRSQEKEKQNEIIKLQLEFDAKLARVQTKSKSYQDSTVLPQSIYRRKLQHFQEEKNKEIAILRNTIRDLEQRLSVGKDSHLKRRRF. Result: 0 (no interaction).